Dataset: Catalyst prediction with 721,799 reactions and 888 catalyst types from USPTO. Task: Predict which catalyst facilitates the given reaction. (1) Product: [Cl:19][C:16]1[CH:15]=[CH:14][C:13]([NH:12][C:8]2[S:9][C:10]([CH3:11])=[C:6]([C:4]([OH:5])=[O:3])[N:7]=2)=[CH:18][CH:17]=1. Reactant: C([O:3][C:4]([C:6]1[N:7]=[C:8]([NH:12][C:13]2[CH:18]=[CH:17][C:16]([Cl:19])=[CH:15][CH:14]=2)[S:9][C:10]=1[CH3:11])=[O:5])C.[OH-].[K+]. The catalyst class is: 1. (2) Reactant: [CH3:1][C:2]1[CH:7]([CH3:8])[O:6][CH:5]([C:9]2[N:13]([CH3:14])[N:12]=[CH:11][C:10]=2[N+:15]([O-:17])=[O:16])[CH2:4][C:3]=1[O:18][Si](CC)(CC)CC.[N-:26]=[N+:27]=[N-:28].[Na+].[N+]([O-])([O-])=O.[NH4+].[Ce]. Product: [N:26]([C:2]1([CH3:1])[C:3](=[O:18])[CH2:4][CH:5]([C:9]2[N:13]([CH3:14])[N:12]=[CH:11][C:10]=2[N+:15]([O-:17])=[O:16])[O:6][CH:7]1[CH3:8])=[N+:27]=[N-:28]. The catalyst class is: 23.